This data is from Forward reaction prediction with 1.9M reactions from USPTO patents (1976-2016). The task is: Predict the product of the given reaction. (1) Given the reactants [OH:1][C:2]1[CH:7]=[CH:6][C:5]([C:8](=[O:10])[CH3:9])=[CH:4][C:3]=1[C:11]([F:14])([F:13])[F:12].Br[CH2:16][CH2:17][CH3:18].C(=O)([O-])[O-].[K+].[K+], predict the reaction product. The product is: [CH2:16]([O:1][C:2]1[CH:7]=[CH:6][C:5]([C:8](=[O:10])[CH3:9])=[CH:4][C:3]=1[C:11]([F:12])([F:13])[F:14])[CH2:17][CH3:18]. (2) Given the reactants [NH2:1][C:2]1[C:19]([NH2:20])=[CH:18][C:5]2[CH2:6][CH2:7][N:8]([C:11]([O:13][C:14]([CH3:17])([CH3:16])[CH3:15])=[O:12])[CH2:9][CH2:10][C:4]=2[CH:3]=1.[CH:21](O)(C)[CH3:22].O1CCOC(O)C1O, predict the reaction product. The product is: [N:20]1[C:19]2[CH:18]=[C:5]3[CH2:6][CH2:7][N:8]([C:11]([O:13][C:14]([CH3:16])([CH3:17])[CH3:15])=[O:12])[CH2:9][CH2:10][C:4]3=[CH:3][C:2]=2[N:1]=[CH:22][CH:21]=1. (3) Given the reactants [O:1]=[C:2]1[C:10]2([CH2:14][O:13][C:12]3[CH:15]=[C:16]4[C:20](=[CH:21][C:11]2=3)[CH2:19][CH2:18][O:17]4)[C:9]2[C:4](=[CH:5][CH:6]=[CH:7][CH:8]=2)[N:3]1[CH2:22][C@@H:23]1[CH2:27][CH2:26][CH2:25][N:24]1C(OC(C)(C)C)=O.O=C1C2(COC3C=C4C(=CC2=3)CCO4)C2C(=CC=CC=2)N1CC1CCN(C(OC(C)(C)C)=O)CC1.O1CCCC1, predict the reaction product. The product is: [NH:24]1[CH2:25][CH2:26][CH2:27][C@H:23]1[CH2:22][N:3]1[C:4]2[C:9](=[CH:8][CH:7]=[CH:6][CH:5]=2)[C:10]2([CH2:14][O:13][C:12]3[CH:15]=[C:16]4[C:20](=[CH:21][C:11]2=3)[CH2:19][CH2:18][O:17]4)[C:2]1=[O:1]. (4) The product is: [ClH:23].[CH:1]([C:4]1[N:8]=[C:7]([N:9]2[CH2:10][CH2:11][CH:12]([NH2:15])[CH2:13][CH2:14]2)[S:6][N:5]=1)([CH3:3])[CH3:2]. Given the reactants [CH:1]([C:4]1[N:8]=[C:7]([N:9]2[CH2:14][CH2:13][CH:12]([NH:15]C(=O)OC(C)(C)C)[CH2:11][CH2:10]2)[S:6][N:5]=1)([CH3:3])[CH3:2].[ClH:23].CCOCC, predict the reaction product.